This data is from Reaction yield outcomes from USPTO patents with 853,638 reactions. The task is: Predict the reaction yield, written as a fraction of the theoretical maximum amount of product (1.0 means a 100% yield; for example, 0.34 means a 34% yield). The reactants are [C:1]([C:5]1[CH:15]=[CH:14][C:8]([O:9][CH2:10][C:11]([OH:13])=O)=[CH:7][CH:6]=1)([CH3:4])([CH3:3])[CH3:2].Cl.[NH2:17][CH2:18][C:19]1[CH:24]=[CH:23][C:22]([NH:25][S:26]([CH3:29])(=[O:28])=[O:27])=[C:21]([CH3:30])[CH:20]=1.C(N(CC)CC)C. The catalyst is CN(C)C1C=CN=CC=1.CN(C)C=O. The product is [C:1]([C:5]1[CH:6]=[CH:7][C:8]([O:9][CH2:10][C:11]([NH:17][CH2:18][C:19]2[CH:24]=[CH:23][C:22]([NH:25][S:26]([CH3:29])(=[O:28])=[O:27])=[C:21]([CH3:30])[CH:20]=2)=[O:13])=[CH:14][CH:15]=1)([CH3:2])([CH3:3])[CH3:4]. The yield is 0.580.